Task: Predict the reaction yield, written as a fraction of the theoretical maximum amount of product (1.0 means a 100% yield; for example, 0.34 means a 34% yield).. Dataset: Reaction yield outcomes from USPTO patents with 853,638 reactions (1) The reactants are [C:1]([O:5][C:6]([NH:8][C:9]1[CH:10]=[N:11][CH:12]=[CH:13][C:14]=1[C@H:15]1[CH2:20][C@@H:19]([NH:21][C:22](=[O:28])[O:23][C:24]([CH3:27])([CH3:26])[CH3:25])[C@@H:18]([NH2:29])[C@@H:17]([CH3:30])[CH2:16]1)=[O:7])([CH3:4])([CH3:3])[CH3:2].[CH:31](=O)C1C=CC=CC=1.[B-]C#N.[Na+].C=O. The catalyst is CO.[OH-].[OH-].[Pd+2]. The product is [C:1]([O:5][C:6]([NH:8][C:9]1[CH:10]=[N:11][CH:12]=[CH:13][C:14]=1[C@H:15]1[CH2:20][C@@H:19]([NH:21][C:22](=[O:28])[O:23][C:24]([CH3:27])([CH3:26])[CH3:25])[C@@H:18]([NH:29][CH3:31])[C@@H:17]([CH3:30])[CH2:16]1)=[O:7])([CH3:4])([CH3:2])[CH3:3]. The yield is 0.750. (2) The reactants are Cl.[N:2]1[N:6]2[CH:7]=[CH:8][N:9]=[CH:10][C:5]2=[C:4]([C:11](=[NH:13])[NH2:12])[CH:3]=1.CN(C)/[CH:16]=[C:17](\[N+:23]([O-:25])=[O:24])/[C:18](OCC)=[O:19].C(N(CC)CC)C. The catalyst is C(O)C. The product is [N+:23]([C:17]1[C:18]([OH:19])=[N:13][C:11]([C:4]2[CH:3]=[N:2][N:6]3[CH:7]=[CH:8][N:9]=[CH:10][C:5]=23)=[N:12][CH:16]=1)([O-:25])=[O:24]. The yield is 0.660.